Dataset: Full USPTO retrosynthesis dataset with 1.9M reactions from patents (1976-2016). Task: Predict the reactants needed to synthesize the given product. (1) Given the product [C:1]([O:5][C:6]([N:8]([C:16]1[C:21]([C:22]#[C:23][Si:24]([CH3:27])([CH3:26])[CH3:25])=[N:20][C:19]([N:29]2[CH2:34][CH2:33][NH:32][CH2:31][CH2:30]2)=[CH:18][N:17]=1)[C:9](=[O:15])[O:10][C:11]([CH3:14])([CH3:13])[CH3:12])=[O:7])([CH3:4])([CH3:3])[CH3:2], predict the reactants needed to synthesize it. The reactants are: [C:1]([O:5][C:6]([N:8]([C:16]1[C:21]([C:22]#[C:23][Si:24]([CH3:27])([CH3:26])[CH3:25])=[N:20][C:19](Br)=[CH:18][N:17]=1)[C:9](=[O:15])[O:10][C:11]([CH3:14])([CH3:13])[CH3:12])=[O:7])([CH3:4])([CH3:3])[CH3:2].[NH:29]1[CH2:34][CH2:33][NH:32][CH2:31][CH2:30]1. (2) Given the product [F:1][C:2]([F:10])([F:9])[C:3]([CH3:8])([CH3:7])[C:4]([Cl:14])=[O:5], predict the reactants needed to synthesize it. The reactants are: [F:1][C:2]([F:10])([F:9])[C:3]([CH3:8])([CH3:7])[C:4](O)=[O:5].C(Cl)(=O)C([Cl:14])=O. (3) Given the product [CH2:30]([O:29][C:26]1[CH:27]=[CH:28][C:23]([C:2]#[C:1][C:3]2[CH:20]=[CH:19][C:6]([O:7][CH2:8][C@@H:9]([NH:11][C:12](=[O:18])[O:13][C:14]([CH3:17])([CH3:16])[CH3:15])[CH3:10])=[CH:5][C:4]=2[F:21])=[N:24][CH:25]=1)[CH3:31], predict the reactants needed to synthesize it. The reactants are: [C:1]([C:3]1[CH:20]=[CH:19][C:6]([O:7][CH2:8][C@@H:9]([NH:11][C:12](=[O:18])[O:13][C:14]([CH3:17])([CH3:16])[CH3:15])[CH3:10])=[CH:5][C:4]=1[F:21])#[CH:2].Br[C:23]1[CH:28]=[CH:27][C:26]([O:29][CH2:30][CH3:31])=[CH:25][N:24]=1.C(N(CC)CC)C. (4) The reactants are: [NH2:1][CH2:2][C:3]([O:5][C@H:6]([C:17]1[CH:22]=[CH:21][C:20]([O:23][CH:24]([F:26])[F:25])=[C:19]([O:27][CH2:28][CH:29]2[CH2:31][CH2:30]2)[CH:18]=1)[CH2:7][C:8]1[C:13]([Cl:14])=[CH:12][N+:11]([O-:15])=[CH:10][C:9]=1[Cl:16])=[O:4].Cl[S:33]([C:36]1[CH:44]=[CH:43][C:39]([C:40]([OH:42])=[O:41])=[CH:38][CH:37]=1)(=[O:35])=[O:34]. Given the product [C:40]([C:39]1[CH:38]=[CH:37][C:36]([S:33]([NH:1][CH2:2][C:3]([O:5][C@H:6]([C:17]2[CH:22]=[CH:21][C:20]([O:23][CH:24]([F:26])[F:25])=[C:19]([O:27][CH2:28][CH:29]3[CH2:31][CH2:30]3)[CH:18]=2)[CH2:7][C:8]2[C:13]([Cl:14])=[CH:12][N+:11]([O-:15])=[CH:10][C:9]=2[Cl:16])=[O:4])(=[O:35])=[O:34])=[CH:44][CH:43]=1)([OH:42])=[O:41], predict the reactants needed to synthesize it. (5) The reactants are: [CH2:1]=[C:2]([CH:4]1[CH2:11][CH2:10][CH2:9][CH2:8][CH2:7][CH2:6][C:5]1=[O:12])[CH3:3].[CH3:13][O:14][N:15]=[CH:16][CH3:17].Cl[Sn](Cl)(Cl)Cl. Given the product [CH3:13][O:14][N:15]1[CH:16]([CH3:17])[CH2:3][C:2]([CH3:1])=[CH:4][CH2:11][CH2:10][CH2:9][CH2:8][CH2:7][CH2:6][C:5]1=[O:12], predict the reactants needed to synthesize it. (6) Given the product [F:30][C:18]([F:17])([F:31])[C:19]1[CH:29]=[CH:28][C:22]2[CH:23]=[C:24]([CH:26]=[O:27])[S:25][C:21]=2[CH:20]=1, predict the reactants needed to synthesize it. The reactants are: CC1C2C=C(C(F)(F)F)C=CC=2SC=1C=O.[F:17][C:18]([F:31])([F:30])[C:19]1[CH:29]=[CH:28][C:22]2[CH:23]=[C:24]([CH2:26][OH:27])[S:25][C:21]=2[CH:20]=1. (7) Given the product [F:1][C:2]1[CH:7]=[C:6]([N:8]2[CH2:12][C@H:11]([CH2:13][N:14]3[CH:18]=[CH:17][N:16]=[N:15]3)[O:10][C:9]2=[O:19])[CH:5]=[CH:4][C:3]=1[C:20]1[CH:21]=[CH:22][C:23]([C:26]2[CH2:30][C@@H:29]([CH2:31][O:32][CH2:33][CH2:34][N:35]([CH3:44])[CH2:36][C:37]([OH:39])=[O:38])[O:28][N:27]=2)=[N:24][CH:25]=1, predict the reactants needed to synthesize it. The reactants are: [F:1][C:2]1[CH:7]=[C:6]([N:8]2[CH2:12][C@H:11]([CH2:13][N:14]3[CH:18]=[CH:17][N:16]=[N:15]3)[O:10][C:9]2=[O:19])[CH:5]=[CH:4][C:3]=1[C:20]1[CH:21]=[CH:22][C:23]([C:26]2[CH2:30][C@@H:29]([CH2:31][O:32][CH2:33][CH2:34][N:35]([CH3:44])[CH2:36][C:37]([O:39]C(C)(C)C)=[O:38])[O:28][N:27]=2)=[N:24][CH:25]=1.